Predict the reaction yield, written as a fraction of the theoretical maximum amount of product (1.0 means a 100% yield; for example, 0.34 means a 34% yield). From a dataset of Reaction yield outcomes from USPTO patents with 853,638 reactions. The reactants are [Br:1][C:2]1[CH:7]=[CH:6][C:5]([C:8]2[CH:12]=[CH:11][NH:10][N:9]=2)=[CH:4][CH:3]=1.[H-].[Na+].Cl[CH2:16][O:17][CH2:18][CH2:19][Si:20]([CH3:23])([CH3:22])[CH3:21].O. The catalyst is CN(C=O)C. The product is [Br:1][C:2]1[CH:3]=[CH:4][C:5]([C:8]2[CH:12]=[CH:11][N:10]([CH2:16][O:17][CH2:18][CH2:19][Si:20]([CH3:23])([CH3:22])[CH3:21])[N:9]=2)=[CH:6][CH:7]=1. The yield is 0.760.